From a dataset of Forward reaction prediction with 1.9M reactions from USPTO patents (1976-2016). Predict the product of the given reaction. (1) Given the reactants Cl.[N:2]1[CH:7]=[CH:6][CH:5]=[CH:4][C:3]=1[N:8]([CH2:32][CH2:33][C:34]([O:36]CC)=[O:35])[C:9]([C:11]1[CH:31]=[CH:30][C:14]2[N:15]([CH3:29])[C:16]([CH2:18][NH:19][C:20]3[CH:25]=[CH:24][C:23]([C:26](=[NH:28])[NH2:27])=[CH:22][CH:21]=3)=[N:17][C:13]=2[CH:12]=1)=[O:10].[OH-].[Na+], predict the reaction product. The product is: [N:2]1[CH:7]=[CH:6][CH:5]=[CH:4][C:3]=1[N:8]([CH2:32][CH2:33][C:34]([OH:36])=[O:35])[C:9]([C:11]1[CH:31]=[CH:30][C:14]2[N:15]([CH3:29])[C:16]([CH2:18][NH:19][C:20]3[CH:25]=[CH:24][C:23]([C:26](=[NH:27])[NH2:28])=[CH:22][CH:21]=3)=[N:17][C:13]=2[CH:12]=1)=[O:10]. (2) Given the reactants [C:1]1([C:11]([C:13]2[CH:41]=[CH:40][C:16]3[N:17]([CH2:21][CH2:22][O:23][C:24]4[CH:39]=[CH:38][C:27]([CH2:28][CH:29]([C:34]([O:36][CH3:37])=[O:35])[C:30]([O:32][CH3:33])=[O:31])=[CH:26][CH:25]=4)[C:18](=[O:20])[S:19][C:15]=3[CH:14]=2)=O)[C:10]2[C:5](=[CH:6][CH:7]=[CH:8][CH:9]=2)[CH:4]=[CH:3][CH:2]=1, predict the reaction product. The product is: [C:1]1([CH2:11][C:13]2[CH:41]=[CH:40][C:16]3[N:17]([CH2:21][CH2:22][O:23][C:24]4[CH:39]=[CH:38][C:27]([CH2:28][CH:29]([C:34]([O:36][CH3:37])=[O:35])[C:30]([O:32][CH3:33])=[O:31])=[CH:26][CH:25]=4)[C:18](=[O:20])[S:19][C:15]=3[CH:14]=2)[C:10]2[C:5](=[CH:6][CH:7]=[CH:8][CH:9]=2)[CH:4]=[CH:3][CH:2]=1. (3) Given the reactants [F:1][C:2]1[C:3]([NH:10][S:11]([CH2:14][CH2:15][CH3:16])(=[O:13])=[O:12])=[N:4][CH:5]=[C:6]([F:9])[C:7]=1[I:8].[H-].[Na+].[CH3:19][Si:20]([CH2:23][CH2:24][O:25][CH2:26]Cl)([CH3:22])[CH3:21], predict the reaction product. The product is: [F:1][C:2]1[C:3]([N:10]([CH2:26][O:25][CH2:24][CH2:23][Si:20]([CH3:22])([CH3:21])[CH3:19])[S:11]([CH2:14][CH2:15][CH3:16])(=[O:13])=[O:12])=[N:4][CH:5]=[C:6]([F:9])[C:7]=1[I:8]. (4) Given the reactants [CH2:1]([O:3][C:4](=[O:13])[C:5]1[C:6](=[C:8]([NH2:12])[CH:9]=[CH:10][CH:11]=1)[OH:7])[CH3:2].Cl[CH2:15][C:16](Cl)=[O:17].C([O-])([O-])=O.[K+].[K+], predict the reaction product. The product is: [CH2:1]([O:3][C:4]([C:5]1[C:6]2[O:7][CH2:15][C:16](=[O:17])[NH:12][C:8]=2[CH:9]=[CH:10][CH:11]=1)=[O:13])[CH3:2]. (5) Given the reactants [NH2:1][C:2]1[CH:3]=[C:4]([CH:21]=[CH:22][C:23]=1[O:24][CH:25]1[CH2:27][CH2:26]1)[C:5]([NH:7][C:8]1[CH:9]=[N:10][C:11]([C:14]2[CH:19]=[CH:18][CH:17]=[CH:16][C:15]=2[F:20])=[CH:12][CH:13]=1)=[O:6].Cl.[CH3:29][N:30]1[CH2:35][CH2:34][N:33]([C:36]2([C:39](O)=[O:40])[CH2:38][CH2:37]2)[CH2:32][CH2:31]1.C(N(C(C)C)C(C)C)C.C1CN([P+](ON2N=NC3C=CC=CC2=3)(N2CCCC2)N2CCCC2)CC1.F[P-](F)(F)(F)(F)F, predict the reaction product. The product is: [CH:25]1([O:24][C:23]2[CH:22]=[CH:21][C:4]([C:5]([NH:7][C:8]3[CH:9]=[N:10][C:11]([C:14]4[CH:19]=[CH:18][CH:17]=[CH:16][C:15]=4[F:20])=[CH:12][CH:13]=3)=[O:6])=[CH:3][C:2]=2[NH:1][C:39]([C:36]2([N:33]3[CH2:32][CH2:31][N:30]([CH3:29])[CH2:35][CH2:34]3)[CH2:38][CH2:37]2)=[O:40])[CH2:26][CH2:27]1. (6) Given the reactants [C:1]([CH2:3][C:4](OCC)=O)#[N:2].[C:9]([O-:12])(=[O:11])[CH3:10].[NH4+].C(O)(=O)C.O=[C:19]1[CH2:24][CH2:23][N:22]([C:25]([O:27][C:28]([CH3:31])([CH3:30])[CH3:29])=[O:26])[CH2:21][CH2:20]1, predict the reaction product. The product is: [C:28]([O:27][C:25]([N:22]1[CH2:23][CH2:24][C:19](=[CH:10][C:9]([O:12][CH:3]([C:1]#[N:2])[CH3:4])=[O:11])[CH2:20][CH2:21]1)=[O:26])([CH3:31])([CH3:30])[CH3:29]. (7) Given the reactants [NH2:1][C:2]1[N:7]=[CH:6][N:5]=[C:4]2[N:8]([C@H:12]3[CH2:17][CH2:16][C@H:15]([C:18]4[NH:22][C:21](=[O:23])[O:20][N:19]=4)[CH2:14][CH2:13]3)[N:9]=[C:10](I)[C:3]=12.[CH3:24][C:25]1[CH:26]=[C:27]([CH3:50])[C:28]2[O:32][C:31]([NH:33][C:34]3[CH:39]=[CH:38][C:37](B4OC(C)(C)C(C)(C)O4)=[CH:36][CH:35]=3)=[N:30][C:29]=2[CH:49]=1, predict the reaction product. The product is: [NH2:1][C:2]1[N:7]=[CH:6][N:5]=[C:4]2[N:8]([C@H:12]3[CH2:17][CH2:16][C@H:15]([C:18]4[NH:22][C:21](=[O:23])[O:20][N:19]=4)[CH2:14][CH2:13]3)[N:9]=[C:10]([C:37]3[CH:36]=[CH:35][C:34]([NH:33][C:31]4[O:32][C:28]5[C:27]([CH3:50])=[CH:26][C:25]([CH3:24])=[CH:49][C:29]=5[N:30]=4)=[CH:39][CH:38]=3)[C:3]=12. (8) Given the reactants F[P-](F)(F)(F)(F)F.[N:8]1(OC(N(C)C)=[N+](C)C)C2N=CC=CC=2N=N1.C([O-])(=O)C.[NH4+].C(N(CC)C(C)C)(C)C.[Si:39]([O:46][CH2:47][CH2:48][NH:49][C:50]1[CH:55]=[CH:54][C:53]([N:56]2[CH2:61][CH2:60][C:59]3[C:62]([C:73]([OH:75])=O)=[N:63][N:64]([C:65]4[CH:70]=[CH:69][C:68]([O:71][CH3:72])=[CH:67][CH:66]=4)[C:58]=3[C:57]2=[O:76])=[CH:52][CH:51]=1)([C:42]([CH3:45])([CH3:44])[CH3:43])([CH3:41])[CH3:40], predict the reaction product. The product is: [Si:39]([O:46][CH2:47][CH2:48][NH:49][C:50]1[CH:55]=[CH:54][C:53]([N:56]2[CH2:61][CH2:60][C:59]3[C:62]([C:73]([NH2:8])=[O:75])=[N:63][N:64]([C:65]4[CH:66]=[CH:67][C:68]([O:71][CH3:72])=[CH:69][CH:70]=4)[C:58]=3[C:57]2=[O:76])=[CH:52][CH:51]=1)([C:42]([CH3:44])([CH3:43])[CH3:45])([CH3:40])[CH3:41]. (9) Given the reactants Cl[C:2]1[N:7]=[CH:6][C:5]([CH2:8][N:9]2[C:17]3[C:12](=[CH:13][CH:14]=[CH:15][C:16]=3[C:18]([NH:20][C@H:21]([C:23]3[CH:31]=[CH:30][C:26]([C:27]([OH:29])=[O:28])=[CH:25][CH:24]=3)[CH3:22])=[O:19])[CH:11]=[CH:10]2)=[CH:4][CH:3]=1.[C:32]1(B(O)O)[CH:37]=[CH:36][CH:35]=[CH:34][CH:33]=1.P([O-])([O-])([O-])=O.[K+].[K+].[K+].C1(C2C=CC=CC=2)C=CC=CC=1P(C1CCCCC1)C1CCCCC1.C(O)(=O)CC(CC(O)=O)(C(O)=O)O, predict the reaction product. The product is: [C:32]1([C:2]2[N:7]=[CH:6][C:5]([CH2:8][N:9]3[C:17]4[C:12](=[CH:13][CH:14]=[CH:15][C:16]=4[C:18]([NH:20][C@H:21]([C:23]4[CH:24]=[CH:25][C:26]([C:27]([OH:29])=[O:28])=[CH:30][CH:31]=4)[CH3:22])=[O:19])[CH:11]=[CH:10]3)=[CH:4][CH:3]=2)[CH:37]=[CH:36][CH:35]=[CH:34][CH:33]=1.